Dataset: Reaction yield outcomes from USPTO patents with 853,638 reactions. Task: Predict the reaction yield, written as a fraction of the theoretical maximum amount of product (1.0 means a 100% yield; for example, 0.34 means a 34% yield). The reactants are [N+:1]([C:4]1[N:9]=[CH:8][C:7]([O:10][C:11]2[CH:16]=[CH:15][N:14]=[C:13]([C:17]3[O:21][CH:20]=[N:19][CH:18]=3)[CH:12]=2)=[CH:6][CH:5]=1)([O-])=O. The catalyst is CO.[Pd]. The product is [O:21]1[C:17]([C:13]2[CH:12]=[C:11]([O:10][C:7]3[CH:6]=[CH:5][C:4]([NH2:1])=[N:9][CH:8]=3)[CH:16]=[CH:15][N:14]=2)=[CH:18][N:19]=[CH:20]1. The yield is 0.890.